Task: Predict the product of the given reaction.. Dataset: Forward reaction prediction with 1.9M reactions from USPTO patents (1976-2016) Given the reactants [F:1][C:2]1[CH:7]=[CH:6][C:5]([C:8]2[C:9]([C:22]3[CH:27]=[CH:26][N:25]=[CH:24][CH:23]=3)=[C:10]([CH2:13][NH:14][CH2:15][C:16]3[CH:21]=[CH:20][CH:19]=[CH:18][CH:17]=3)[NH:11][CH:12]=2)=[CH:4][CH:3]=1.[H-].[Na+].Br[CH2:31][CH2:32]Br, predict the reaction product. The product is: [F:1][C:2]1[CH:7]=[CH:6][C:5]([C:8]2[C:9]([C:22]3[CH:23]=[CH:24][N:25]=[CH:26][CH:27]=3)=[C:10]3[CH2:13][N:14]([CH2:15][C:16]4[CH:21]=[CH:20][CH:19]=[CH:18][CH:17]=4)[CH2:32][CH2:31][N:11]3[CH:12]=2)=[CH:4][CH:3]=1.